This data is from Forward reaction prediction with 1.9M reactions from USPTO patents (1976-2016). The task is: Predict the product of the given reaction. (1) Given the reactants [Cl:1][C:2]1[CH:3]=[CH:4][C:5]2[N:6]=[CH:7][C:8](=O)[NH:9][C:10]=2[N:11]=1.O=P(Cl)(Cl)[Cl:15], predict the reaction product. The product is: [Cl:15][C:8]1[N:9]=[C:10]2[N:11]=[C:2]([Cl:1])[CH:3]=[CH:4][C:5]2=[N:6][CH:7]=1. (2) Given the reactants C([N:8]1[CH2:13][CH2:12][CH2:11][C@H:10]([O:14][C:15]2[CH:20]=[CH:19][C:18]([N+:21]([O-])=O)=[CH:17][CH:16]=2)[CH2:9]1)C1C=CC=CC=1, predict the reaction product. The product is: [NH2:21][C:18]1[CH:19]=[CH:20][C:15]([O:14][C@H:10]2[CH2:11][CH2:12][CH2:13][NH:8][CH2:9]2)=[CH:16][CH:17]=1. (3) The product is: [CH3:8][C:7]1([CH3:9])[CH2:6][N:5]([S:10]([C:13]2[CH:14]=[CH:15][C:16]([CH3:17])=[CH:18][CH:19]=2)(=[O:12])=[O:11])[CH2:4][CH:3]([NH:20][C:21](=[O:28])[C:22]2[CH:27]=[CH:26][CH:25]=[CH:24][N:23]=2)[C:2]1=[O:1]. Given the reactants [OH:1][CH:2]1[C:7]([CH3:9])([CH3:8])[CH2:6][N:5]([S:10]([C:13]2[CH:19]=[CH:18][C:16]([CH3:17])=[CH:15][CH:14]=2)(=[O:12])=[O:11])[CH2:4][CH:3]1[NH:20][C:21](=[O:28])[C:22]1[CH:27]=[CH:26][CH:25]=[CH:24][N:23]=1.CC(OI1(OC(C)=O)(OC(C)=O)OC(=O)C2C=CC=CC1=2)=O.[OH-].[Na+], predict the reaction product. (4) Given the reactants Cl[C:2]1[CH:3]=[CH:4][C:5]2[N:6]([C:8]([C:11]([F:14])([F:13])[F:12])=[N:9][N:10]=2)[N:7]=1.[CH3:15][C@@H:16]1[CH2:21][NH:20][C@@H:19]([CH3:22])[CH2:18][N:17]1[C:23]([O:25][C:26]([CH3:29])([CH3:28])[CH3:27])=[O:24].CCN(C(C)C)C(C)C, predict the reaction product. The product is: [CH3:15][C@@H:16]1[CH2:21][N:20]([C:2]2[CH:3]=[CH:4][C:5]3[N:6]([C:8]([C:11]([F:14])([F:13])[F:12])=[N:9][N:10]=3)[N:7]=2)[C@@H:19]([CH3:22])[CH2:18][N:17]1[C:23]([O:25][C:26]([CH3:28])([CH3:27])[CH3:29])=[O:24]. (5) Given the reactants [Cl:1][C:2]1[CH:7]=[CH:6][C:5]([O:8][C:9](=[O:26])[N:10]([CH2:12][C@H:13]2[CH2:18][CH2:17][C@H:16]([CH2:19][O:20][CH2:21][CH2:22][CH2:23][CH2:24]Br)[CH2:15][CH2:14]2)[CH3:11])=[CH:4][CH:3]=1.[OH:27][CH2:28][CH2:29][NH:30][CH3:31], predict the reaction product. The product is: [Cl:1][C:2]1[CH:7]=[CH:6][C:5]([O:8][C:9](=[O:26])[N:10]([CH2:12][C@H:13]2[CH2:18][CH2:17][C@H:16]([CH2:19][O:20][CH2:21][CH2:22][CH2:23][CH2:24][N:30]([CH2:29][CH2:28][OH:27])[CH3:31])[CH2:15][CH2:14]2)[CH3:11])=[CH:4][CH:3]=1. (6) Given the reactants [Cl:1][C:2]1[CH:7]=[CH:6][C:5]([S:8]([N:11]2[C:20]3[C:15](=[CH:16][C:17]([F:21])=[CH:18][CH:19]=3)[C:14](=[O:22])[CH2:13][CH2:12]2)(=[O:10])=[O:9])=[CH:4][CH:3]=1.[C:23](OCC)(=[O:29])[C:24]([O:26][CH2:27][CH3:28])=[O:25].[O-]CC.[Na+], predict the reaction product. The product is: [Cl:1][C:2]1[CH:3]=[CH:4][C:5]([S:8]([N:11]2[C:20]3[C:15](=[CH:16][C:17]([F:21])=[CH:18][CH:19]=3)[C:14](=[O:22])[CH:13]([C:23](=[O:29])[C:24]([O:26][CH2:27][CH3:28])=[O:25])[CH2:12]2)(=[O:9])=[O:10])=[CH:6][CH:7]=1. (7) Given the reactants [NH2:1][C:2]1[C:10]([N+:11]([O-:13])=[O:12])=[CH:9][C:5]([C:6]([OH:8])=[O:7])=[CH:4][N:3]=1.[CH3:14]O, predict the reaction product. The product is: [CH3:14][O:7][C:6](=[O:8])[C:5]1[CH:9]=[C:10]([N+:11]([O-:13])=[O:12])[C:2]([NH2:1])=[N:3][CH:4]=1. (8) Given the reactants [NH2:1][C:2]1[C:7]([C:8]([C:10]2[CH:15]=[CH:14][C:13]([CH3:16])=[CH:12][CH:11]=2)=[O:9])=[CH:6][N:5]=[C:4](S(CC)=O)[N:3]=1.[NH2:21][CH:22]1[CH2:27][CH2:26][N:25]([C:28](=[O:30])[CH3:29])[CH2:24][CH2:23]1, predict the reaction product. The product is: [NH2:1][C:2]1[C:7]([C:8](=[O:9])[C:10]2[CH:11]=[CH:12][C:13]([CH3:16])=[CH:14][CH:15]=2)=[CH:6][N:5]=[C:4]([NH:21][CH:22]2[CH2:27][CH2:26][N:25]([C:28](=[O:30])[CH3:29])[CH2:24][CH2:23]2)[N:3]=1.